From a dataset of Catalyst prediction with 721,799 reactions and 888 catalyst types from USPTO. Predict which catalyst facilitates the given reaction. (1) Reactant: C1(C(C2C=CC=CC=2)([C@@H]2CCCN2)O)C=CC=CC=1.[CH3:20][O:21][C:22](=[O:34])[CH2:23][C:24](=[O:33])[CH2:25][CH2:26][C:27]1[CH:32]=[CH:31][CH:30]=[CH:29][CH:28]=1. Product: [CH3:20][O:21][C:22](=[O:34])[CH2:23][CH:24]([OH:33])[CH2:25][CH2:26][C:27]1[CH:32]=[CH:31][CH:30]=[CH:29][CH:28]=1. The catalyst class is: 1. (2) Reactant: F[C:2]1[C:3]([O:35]CC2C=CC=CC=2)=[C:4]([C:8]2[N:13]([CH2:14][CH2:15][C:16]3[CH:21]=[CH:20][CH:19]=[CH:18][CH:17]=3)[C:12](=[O:22])[C:11]([C:23]3[S:24][C:25]([C:28]4[N:29]=C(C)SC=4)=[CH:26][CH:27]=3)=[C:10]([CH3:34])[N:9]=2)[CH:5]=[CH:6][CH:7]=1. Product: [OH:35][C:3]1[CH:2]=[CH:7][CH:6]=[CH:5][C:4]=1[C:8]1[N:13]([CH2:14][CH2:15][C:16]2[CH:17]=[CH:18][CH:19]=[CH:20][CH:21]=2)[C:12](=[O:22])[C:11]([C:23]2[S:24][C:25]([C:28]3[O:22][C:12]([CH3:11])=[N:13][N:29]=3)=[CH:26][CH:27]=2)=[C:10]([CH3:34])[N:9]=1. The catalyst class is: 285. (3) Reactant: C(OC([NH:8][C:9]1[S:10][CH:11]=[C:12]([CH2:14][CH2:15][N:16]([C:24]2[CH:29]=[CH:28][C:27]([NH:30][C:31]([C:33]3[CH2:38][CH2:37][CH2:36][CH2:35][C:34]=3[C:39]3[CH:44]=[CH:43][C:42]([C:45]([F:48])([F:47])[F:46])=[CH:41][CH:40]=3)=[O:32])=[CH:26][N:25]=2)C(=O)OC(C)(C)C)[N:13]=1)=O)(C)(C)C.FC(F)(F)C(O)=O. Product: [NH2:8][C:9]1[S:10][CH:11]=[C:12]([CH2:14][CH2:15][NH:16][C:24]2[N:25]=[CH:26][C:27]([NH:30][C:31]([C:33]3[CH2:38][CH2:37][CH2:36][CH2:35][C:34]=3[C:39]3[CH:44]=[CH:43][C:42]([C:45]([F:47])([F:48])[F:46])=[CH:41][CH:40]=3)=[O:32])=[CH:28][CH:29]=2)[N:13]=1. The catalyst class is: 4. (4) Reactant: Cl.[NH2:2][C@@H:3]1[CH2:7][CH2:6][C@H:5]([C:8]([O:10][CH3:11])=[O:9])[CH2:4]1.C(N(CC)CC)C.Cl.[N:20]1([C:25](N)=[NH:26])C=CC=N1. Product: [NH:2]([C@@H:3]1[CH2:7][CH2:6][C@H:5]([C:8]([O:10][CH3:11])=[O:9])[CH2:4]1)[C:25]([NH2:26])=[NH:20]. The catalyst class is: 10. (5) Reactant: [NH2:1][CH2:2][CH2:3][O:4][CH2:5][CH2:6][NH:7][C:8](=[O:14])[O:9][C:10]([CH3:13])([CH3:12])[CH3:11].[N:15]1[CH:20]=[CH:19][CH:18]=[C:17](/[CH:21]=[CH:22]/[CH2:23][C:24](O)=[O:25])[CH:16]=1.CCN=C=NCCCN(C)C. Product: [N:15]1[CH:20]=[CH:19][CH:18]=[C:17](/[CH:21]=[CH:22]/[CH2:23][C:24]([NH:1][CH2:2][CH2:3][O:4][CH2:5][CH2:6][NH:7][C:8](=[O:14])[O:9][C:10]([CH3:11])([CH3:13])[CH3:12])=[O:25])[CH:16]=1. The catalyst class is: 210. (6) Reactant: [N:1]1([S:6]([C:9]2[CH:14]=[CH:13][C:12]([C:15]3[CH:20]=[CH:19][N:18]=[C:17]4[NH:21][C:22]([C:24](=[O:26])[CH3:25])=[CH:23][C:16]=34)=[CH:11][CH:10]=2)(=[O:8])=[O:7])[CH2:5][CH2:4][CH2:3][CH2:2]1.[BH4-].[Na+]. Product: [N:1]1([S:6]([C:9]2[CH:14]=[CH:13][C:12]([C:15]3[CH:20]=[CH:19][N:18]=[C:17]4[NH:21][C:22]([CH:24]([OH:26])[CH3:25])=[CH:23][C:16]=34)=[CH:11][CH:10]=2)(=[O:8])=[O:7])[CH2:5][CH2:4][CH2:3][CH2:2]1. The catalyst class is: 20. (7) Reactant: [CH2:1]([O:8][C:9]([NH:11][C@@H:12]([CH2:17][CH3:18])[C:13](OC)=[O:14])=[O:10])[C:2]1[CH:7]=[CH:6][CH:5]=[CH:4][CH:3]=1. Product: [O:14]=[CH:13][C@@H:12]([NH:11][C:9](=[O:10])[O:8][CH2:1][C:2]1[CH:7]=[CH:6][CH:5]=[CH:4][CH:3]=1)[CH2:17][CH3:18]. The catalyst class is: 11. (8) Reactant: [Cl:1][C:2]1[CH:8]=[C:7]([N+:9]([O-:11])=[O:10])[C:5](N)=[C:4]([O:12][CH3:13])[CH:3]=1.S(=O)(=O)(O)O.N([O-])=O.[Na+].[PH2](O)=O. Product: [Cl:1][C:2]1[CH:3]=[C:4]([O:12][CH3:13])[CH:5]=[C:7]([N+:9]([O-:11])=[O:10])[CH:8]=1. The catalyst class is: 86.